Dataset: Reaction yield outcomes from USPTO patents with 853,638 reactions. Task: Predict the reaction yield, written as a fraction of the theoretical maximum amount of product (1.0 means a 100% yield; for example, 0.34 means a 34% yield). The reactants are [Cl:1][C:2]1[CH:7]=[CH:6][C:5]([C:8]2[CH:13]=[CH:12][CH:11]=[CH:10][C:9]=2[C@H:14]([OH:30])[CH:15]2[CH2:20][CH2:19][N:18]([C:21]3[CH:29]=[CH:28][C:24]([C:25](O)=[O:26])=[CH:23][CH:22]=3)[CH2:17][CH2:16]2)=[CH:4][CH:3]=1.[P:31]([O:43][CH2:44][CH2:45][N:46]([CH3:76])[CH2:47][CH2:48][C@@H:49]([NH:58][C:59]1[CH:64]=[CH:63][C:62]([S:65](=[O:68])(=[O:67])[NH2:66])=[CH:61][C:60]=1[S:69]([C:72]([F:75])([F:74])[F:73])(=[O:71])=[O:70])[CH2:50][S:51][C:52]1[CH:57]=[CH:56][CH:55]=[CH:54][CH:53]=1)([O:38][C:39]([CH3:42])([CH3:41])[CH3:40])([O:33][C:34]([CH3:37])([CH3:36])[CH3:35])=[O:32]. No catalyst specified. The product is [P:31]([O:43][CH2:44][CH2:45][N:46]([CH2:47][CH2:48][C@@H:49]([NH:58][C:59]1[CH:64]=[CH:63][C:62]([S:65](=[O:68])(=[O:67])[NH:66][C:25](=[O:26])[C:24]2[CH:28]=[CH:29][C:21]([N:18]3[CH2:19][CH2:20][CH:15]([C@H:14]([C:9]4[CH:10]=[CH:11][CH:12]=[CH:13][C:8]=4[C:5]4[CH:4]=[CH:3][C:2]([Cl:1])=[CH:7][CH:6]=4)[OH:30])[CH2:16][CH2:17]3)=[CH:22][CH:23]=2)=[CH:61][C:60]=1[S:69]([C:72]([F:74])([F:75])[F:73])(=[O:71])=[O:70])[CH2:50][S:51][C:52]1[CH:57]=[CH:56][CH:55]=[CH:54][CH:53]=1)[CH3:76])([O:33][C:34]([CH3:35])([CH3:37])[CH3:36])([O:38][C:39]([CH3:42])([CH3:41])[CH3:40])=[O:32]. The yield is 0.600.